Dataset: Catalyst prediction with 721,799 reactions and 888 catalyst types from USPTO. Task: Predict which catalyst facilitates the given reaction. (1) Reactant: [F:1][C:2]1[CH:8]=[CH:7][C:5]([NH2:6])=[CH:4][CH:3]=1.[CH:9](=O)[CH:10]([CH3:12])[CH3:11].C(O[BH-](OC(=O)C)OC(=O)C)(=O)C.[Na+]. Product: [F:1][C:2]1[CH:8]=[CH:7][C:5]([NH:6][CH2:9][CH:10]([CH3:12])[CH3:11])=[CH:4][CH:3]=1. The catalyst class is: 2. (2) Reactant: [F:1][C:2]1[C:6]([S:7](=[O:15])(=[O:14])[NH:8][C:9]2([CH3:13])[CH2:12][O:11][CH2:10]2)=[CH:5][N:4]([CH3:16])[C:3]=1[C:17]([O:19]CC)=[O:18].[OH-].[Li+].Cl. Product: [F:1][C:2]1[C:6]([S:7](=[O:15])(=[O:14])[NH:8][C:9]2([CH3:13])[CH2:12][O:11][CH2:10]2)=[CH:5][N:4]([CH3:16])[C:3]=1[C:17]([OH:19])=[O:18]. The catalyst class is: 1. (3) Reactant: CS(O[CH2:6][CH:7]1[C:17]2=[C:18]3[C:13](=[CH:14][CH:15]=[C:16]2[F:19])[CH:12]=[CH:11][C:10](=[O:20])[N:9]3[CH2:8]1)(=O)=O.[C:21]1([CH2:27][O:28][C:29](=[O:38])[NH:30][CH2:31][C@@H:32]2[C@H:36]([OH:37])[CH2:35][NH:34][CH2:33]2)[CH:26]=[CH:25][CH:24]=[CH:23][CH:22]=1. Product: [C:21]1([CH2:27][O:28][C:29](=[O:38])[NH:30][CH2:31][C@@H:32]2[C@H:36]([OH:37])[CH2:35][N:34]([CH2:6][CH:7]3[C:17]4=[C:18]5[C:13](=[CH:14][CH:15]=[C:16]4[F:19])[CH:12]=[CH:11][C:10](=[O:20])[N:9]5[CH2:8]3)[CH2:33]2)[CH:26]=[CH:25][CH:24]=[CH:23][CH:22]=1. The catalyst class is: 10. (4) Reactant: C([N:3]([CH2:6][CH3:7])CC)C.[I:8][C:9]1[CH:14]=[CH:13][C:12]([S:15](Cl)(=[O:17])=[O:16])=[CH:11][CH:10]=1.C(O)(=O)CC(CC(O)=O)(C(O)=O)O.C[CH2:33][O:34][C:35](C)=[O:36]. Product: [CH3:33][O:34][CH2:35][O:36][CH2:7][CH2:6][NH:3][S:15]([C:12]1[CH:13]=[CH:14][C:9]([I:8])=[CH:10][CH:11]=1)(=[O:17])=[O:16]. The catalyst class is: 45. (5) Reactant: [OH:1][C:2]1[C:7]([OH:8])=[CH:6][CH:5]=[CH:4][N:3]=1.[CH3:9][C:10](C)([O-])C.[Na+].C(I)C. Product: [CH2:9]([O:8][C:7]1[C:2]([OH:1])=[N:3][CH:4]=[CH:5][CH:6]=1)[CH3:10]. The catalyst class is: 5. (6) Reactant: C(OP([CH2:9][C:10]1[N:11]=[C:12]([C:15]2[CH:24]=[CH:23][CH:22]=[CH:21][C:16]=2[C:17]([O:19][CH3:20])=[O:18])[S:13][CH:14]=1)(OCC)=O)C.[H-].[Na+].[CH3:27][O:28][CH2:29][O:30][C:31]1[C:35]([CH:36]=O)=[CH:34][N:33]([C:38]2[CH:43]=[CH:42][CH:41]=[CH:40][CH:39]=2)[N:32]=1.O. Product: [CH3:27][O:28][CH2:29][O:30][C:31]1[C:35](/[CH:36]=[CH:9]/[C:10]2[N:11]=[C:12]([C:15]3[CH:24]=[CH:23][CH:22]=[CH:21][C:16]=3[C:17]([O:19][CH3:20])=[O:18])[S:13][CH:14]=2)=[CH:34][N:33]([C:38]2[CH:43]=[CH:42][CH:41]=[CH:40][CH:39]=2)[N:32]=1. The catalyst class is: 7. (7) Reactant: [OH:1][C:2]1[CH:9]=[CH:8][C:5]([CH:6]=[O:7])=[CH:4][C:3]=1[O:10][CH3:11].[I-].[Na+].C(=O)([O-])[O-].[K+].[K+].Br[CH2:21][C:22]([C:24]1[CH:29]=[C:28]([C:30]([CH3:33])([CH3:32])[CH3:31])[C:27]([OH:34])=[C:26]([C:35]([CH3:38])([CH3:37])[CH3:36])[CH:25]=1)=[O:23].Cl. Product: [C:30]([C:28]1[CH:29]=[C:24]([C:22](=[O:23])[CH2:21][O:1][C:2]2[CH:9]=[CH:8][C:5]([CH:6]=[O:7])=[CH:4][C:3]=2[O:10][CH3:11])[CH:25]=[C:26]([C:35]([CH3:38])([CH3:37])[CH3:36])[C:27]=1[OH:34])([CH3:33])([CH3:31])[CH3:32]. The catalyst class is: 13. (8) Reactant: [CH3:1][N:2]([C@H:29]1[C:38]2[C:33](=[CH:34][CH:35]=[CH:36][CH:37]=2)[C@@H:32]([OH:39])[CH2:31][CH2:30]1)[C:3]([C:5]1[N:6]=[C:7]([CH:10]2[CH2:15][CH2:14][N:13]([C:16](=[O:28])[CH2:17][N:18]3[C:22]([CH3:23])=[CH:21][C:20]([C:24]([F:27])([F:26])[F:25])=[N:19]3)[CH2:12][CH2:11]2)[S:8][CH:9]=1)=[O:4]. Product: [CH3:1][N:2]([CH:29]1[C:38]2[C:33](=[CH:34][CH:35]=[CH:36][CH:37]=2)[C:32](=[O:39])[CH2:31][CH2:30]1)[C:3]([C:5]1[N:6]=[C:7]([CH:10]2[CH2:11][CH2:12][N:13]([C:16](=[O:28])[CH2:17][N:18]3[C:22]([CH3:23])=[CH:21][C:20]([C:24]([F:27])([F:26])[F:25])=[N:19]3)[CH2:14][CH2:15]2)[S:8][CH:9]=1)=[O:4]. The catalyst class is: 428. (9) Reactant: [CH2:1]([O:3][C:4](=[O:12])[C:5]1[CH:10]=[CH:9][CH:8]=[N:7][C:6]=1[NH2:11])[CH3:2].Cl.[Cl:14]OC(C)(C)C. Product: [CH2:1]([O:3][C:4](=[O:12])[C:5]1[CH:10]=[C:9]([Cl:14])[CH:8]=[N:7][C:6]=1[NH2:11])[CH3:2]. The catalyst class is: 5. (10) Reactant: [CH3:1][C:2]1([CH2:6][C:7]([OH:9])=O)[CH2:5][O:4][CH2:3]1.CCN=C=NCCCN(C)C.C1C=CC2N(O)N=NC=2C=1.CCN(C(C)C)C(C)C.Cl.Cl.[CH:42]1([CH2:50][NH:51][C:52]([C:54]2[NH:62][C:61]3[CH:60]=[CH:59][N:58]=[CH:57][C:56]=3[CH:55]=2)=[O:53])[C:44]2([CH2:49][CH2:48][NH:47][CH2:46][CH2:45]2)[CH2:43]1. Product: [CH3:1][C:2]1([CH2:6][C:7]([N:47]2[CH2:48][CH2:49][C:44]3([CH:42]([CH2:50][NH:51][C:52]([C:54]4[NH:62][C:61]5[CH:60]=[CH:59][N:58]=[CH:57][C:56]=5[CH:55]=4)=[O:53])[CH2:43]3)[CH2:45][CH2:46]2)=[O:9])[CH2:3][O:4][CH2:5]1. The catalyst class is: 3.